This data is from Antibody developability classification from SAbDab with 2,409 antibodies. The task is: Regression/Classification. Given an antibody's heavy chain and light chain sequences, predict its developability. TAP uses regression for 5 developability metrics; SAbDab uses binary classification. (1) The antibody is ['QVQMQQPGAELVKPGASVKLSCKASGYTFISYWMHWVKQRPGRGLEWIGRIAPDTGIIYYNEKFKNKATLTVDTPSSTAYMQLNSLTSEDSAVYYCARYLKYDGSTYRFDYWGQGTTLTVSS', 'DIVMTQAAPSVPVTPGESVSISCRSSKSLLHSNGNTYLFWFLQRPGQSPQLLIYRMSNLASGVPDRFSGSGSGTSFTLRISRVEAEDVGVYYCMQHLEYPYTFGGGTKLEIK']. Result: 0 (not developable). (2) The antibody is ['QVQLQQSGAELVRPGVSVRISCKGSGYTFTDYAMHWVKQSHAKSLEWIGVISTYSGDARFNQKFTGKATMTVDKSSSTAYMELARLTSEDSAIYYCAREVRRSMDYWGQGTSVTVSS', 'DIVMTQSHKFMSTSVGDRVSITCKASQDVSTAVAWYQQKPGQSPKLLIYWASTRHTGVPDRFTGSGSGTDYTLTISSVQAEDLALYYCQQHYSTPYTFGGGTKLEIK']. Result: 1 (developable). (3) The antibody is ['QIQLVQSGPELKKPGETVKISCKASGYTFTDYSMYWVKQAPGKGLKRMGWINTETGEPTYADDFKGRFALSLDTSASTAYLHISNLKNEDTATYFCARGLDSWGQGTSVTVSS', 'DIQMTQSPSSLSATLGGKVTITCKASQDINKYIAWYQHKPGKGPRLLIHYTSTLQPGNPSRFSGSGSGRDYSFSISNLEAEDIAIYYCLQYDNLQRTFGGGTKVEIK']. Result: 1 (developable). (4) The antibody is ['QVQLAESGPGLVAPSQSLSITCTVSGFSLTDYGVDWVRQPPGKGLEWLGMIWGDGSTDYNSALKSRLSITKDNSKSQVFLKMNSLQTDDTARYYCVRDPADYGNYDYALDYWGQGTSVTVSS', 'DIQMTQSPSSLSASLGDRVTISCSASQDINKYLNWYQQKPDGAVKLLIFYTSSLHSGVPSRFSGSGSGTDYSLTISNLEPEDIATYYCQQYEKLPWTFGGGTKLEVK']. Result: 0 (not developable). (5) Result: 0 (not developable). The antibody is ['QVQLVQSGAEVKRPGSSVTVSCKASGGSFSTYALSWVRQAPGRGLEWMGGVIPLLTITNYAPRFQGRITITADRSTSTAYLELNSLRPEDTAVYYCAREGTTGAGWLGKPIGAFAHWGQGTLVTVSS', '4wy7_L'].